This data is from Reaction yield outcomes from USPTO patents with 853,638 reactions. The task is: Predict the reaction yield, written as a fraction of the theoretical maximum amount of product (1.0 means a 100% yield; for example, 0.34 means a 34% yield). (1) The reactants are C([O:14][C:15]([C:17]1([O:20]/[N:21]=[C:22](/[C:62]2[N:63]=[C:64]([NH:67]C(OC(C)(C)C)=O)[S:65][CH:66]=2)\[C:23]([NH:25][C@@H:26]2[C:29](=[O:30])[N:28]([S:31]([OH:34])(=[O:33])=[O:32])[C@@H:27]2[CH2:35][N:36]2[N:40]=[C:39]([C@@H:41]([N:43](C(OC(C)(C)C)=O)[CH2:44][CH2:45][CH2:46][NH:47]C(OC(C)(C)C)=O)[CH3:42])[CH:38]=[N:37]2)=[O:24])[CH2:19][CH2:18]1)=[O:16])(C1C=CC=CC=1)C1C=CC=CC=1.C1(OC)C=CC=CC=1.C(O)(C(F)(F)F)=O. The catalyst is C(Cl)Cl. The product is [NH2:47][CH2:46][CH2:45][CH2:44][NH:43][C@H:41]([C:39]1[CH:38]=[N:37][N:36]([CH2:35][C@@H:27]2[C@H:26]([NH:25][C:23](=[O:24])/[C:22](=[N:21]\[O:20][C:17]3([C:15]([OH:16])=[O:14])[CH2:19][CH2:18]3)/[C:62]3[N:63]=[C:64]([NH2:67])[S:65][CH:66]=3)[C:29](=[O:30])[N:28]2[S:31]([OH:34])(=[O:32])=[O:33])[N:40]=1)[CH3:42]. The yield is 0.250. (2) The reactants are C[O:2][C:3](=[O:32])[C:4]([C:30]#[N:31])=[CH:5][C:6]1[CH:11]=[CH:10][C:9]([OH:12])=[CH:8][C:7]=1[C:13](=[O:29])[NH:14][C:15]1[CH:20]=[C:19]([C:21]([F:24])([F:23])[F:22])[CH:18]=[C:17]([C:25]([F:28])([F:27])[F:26])[CH:16]=1.[OH-].[Na+].Cl. The catalyst is C(O)C. The product is [F:22][C:21]([F:23])([F:24])[C:19]1[CH:20]=[C:15]([NH:14][C:13]([C:7]2[CH:8]=[C:9]([OH:12])[CH:10]=[CH:11][C:6]=2[CH:5]=[C:4]([C:30]#[N:31])[C:3]([OH:32])=[O:2])=[O:29])[CH:16]=[C:17]([C:25]([F:27])([F:28])[F:26])[CH:18]=1. The yield is 0.304. (3) The reactants are [CH2:1]([C:3]([C:21]1[CH:35]=[CH:34][C:24]([O:25][CH2:26][C@@H:27]2[O:32][C:31](=[O:33])[CH2:30][CH2:29][CH2:28]2)=[C:23]([CH3:36])[CH:22]=1)([C:6]1[CH:11]=[CH:10][C:9](/[CH:12]=[CH:13]/[C:14]([CH2:18][CH3:19])([OH:17])[CH2:15][CH3:16])=[C:8]([CH3:20])[CH:7]=1)[CH2:4][CH3:5])[CH3:2].[OH-].[K+].C(OCC)(=[O:41])C. The catalyst is C1COCC1.CO. The product is [CH2:4]([C:3]([C:21]1[CH:35]=[CH:34][C:24]([O:25][CH2:26][C@H:27]([OH:41])[CH2:28][CH2:29][CH2:30][C:31]([OH:32])=[O:33])=[C:23]([CH3:36])[CH:22]=1)([C:6]1[CH:11]=[CH:10][C:9](/[CH:12]=[CH:13]/[C:14]([CH2:18][CH3:19])([OH:17])[CH2:15][CH3:16])=[C:8]([CH3:20])[CH:7]=1)[CH2:1][CH3:2])[CH3:5]. The yield is 0.801. (4) The reactants are [CH2:1]([O:3][C:4](=[O:15])[NH:5][C:6]1[CH:11]=[CH:10][C:9]([F:12])=[C:8]([F:13])[C:7]=1I)[CH3:2].[Si:16]([C:20]#[CH:21])([CH3:19])([CH3:18])[CH3:17].[Cl-]. The catalyst is C1COCC1.[Cu]I. The product is [CH2:1]([O:3][C:4](=[O:15])[NH:5][C:6]1[CH:11]=[CH:10][C:9]([F:12])=[C:8]([F:13])[C:7]=1[C:21]#[C:20][Si:16]([CH3:19])([CH3:18])[CH3:17])[CH3:2]. The yield is 0.790. (5) The catalyst is C(#N)C. The reactants are [I:1][C:2]1[CH:3]=[C:4]([OH:8])[CH:5]=[CH:6][CH:7]=1.Br[C:10]1([C:14]([O:16][CH2:17][CH3:18])=[O:15])[CH2:13][CH2:12][CH2:11]1.C([O-])([O-])=O.[Cs+].[Cs+].C1(O)C=CC=CC=1. The yield is 0.830. The product is [I:1][C:2]1[CH:3]=[C:4]([CH:5]=[CH:6][CH:7]=1)[O:8][C:10]1([C:14]([O:16][CH2:17][CH3:18])=[O:15])[CH2:13][CH2:12][CH2:11]1.